This data is from NCI-60 drug combinations with 297,098 pairs across 59 cell lines. The task is: Regression. Given two drug SMILES strings and cell line genomic features, predict the synergy score measuring deviation from expected non-interaction effect. (1) Drug 1: C1CCC(CC1)NC(=O)N(CCCl)N=O. Drug 2: CC=C1C(=O)NC(C(=O)OC2CC(=O)NC(C(=O)NC(CSSCCC=C2)C(=O)N1)C(C)C)C(C)C. Cell line: OVCAR-5. Synergy scores: CSS=72.3, Synergy_ZIP=0.295, Synergy_Bliss=3.51, Synergy_Loewe=-15.8, Synergy_HSA=3.85. (2) Drug 1: CNC(=O)C1=CC=CC=C1SC2=CC3=C(C=C2)C(=NN3)C=CC4=CC=CC=N4. Drug 2: CC1CCCC2(C(O2)CC(NC(=O)CC(C(C(=O)C(C1O)C)(C)C)O)C(=CC3=CSC(=N3)C)C)C. Cell line: SW-620. Synergy scores: CSS=7.48, Synergy_ZIP=6.50, Synergy_Bliss=11.1, Synergy_Loewe=6.82, Synergy_HSA=8.25. (3) Drug 1: CC(CN1CC(=O)NC(=O)C1)N2CC(=O)NC(=O)C2. Drug 2: CC1C(C(=O)NC(C(=O)N2CCCC2C(=O)N(CC(=O)N(C(C(=O)O1)C(C)C)C)C)C(C)C)NC(=O)C3=C4C(=C(C=C3)C)OC5=C(C(=O)C(=C(C5=N4)C(=O)NC6C(OC(=O)C(N(C(=O)CN(C(=O)C7CCCN7C(=O)C(NC6=O)C(C)C)C)C)C(C)C)C)N)C. Cell line: SF-295. Synergy scores: CSS=27.3, Synergy_ZIP=-1.32, Synergy_Bliss=2.44, Synergy_Loewe=3.92, Synergy_HSA=3.50. (4) Drug 1: CC(C1=C(C=CC(=C1Cl)F)Cl)OC2=C(N=CC(=C2)C3=CN(N=C3)C4CCNCC4)N. Drug 2: C1=NC2=C(N=C(N=C2N1C3C(C(C(O3)CO)O)O)F)N. Cell line: U251. Synergy scores: CSS=-3.12, Synergy_ZIP=-0.143, Synergy_Bliss=-4.83, Synergy_Loewe=-6.22, Synergy_HSA=-5.60. (5) Drug 1: C1CCN(CC1)CCOC2=CC=C(C=C2)C(=O)C3=C(SC4=C3C=CC(=C4)O)C5=CC=C(C=C5)O. Drug 2: CNC(=O)C1=NC=CC(=C1)OC2=CC=C(C=C2)NC(=O)NC3=CC(=C(C=C3)Cl)C(F)(F)F. Cell line: RXF 393. Synergy scores: CSS=4.88, Synergy_ZIP=-5.44, Synergy_Bliss=-0.829, Synergy_Loewe=0.572, Synergy_HSA=0.148. (6) Drug 1: CN(CC1=CN=C2C(=N1)C(=NC(=N2)N)N)C3=CC=C(C=C3)C(=O)NC(CCC(=O)O)C(=O)O. Drug 2: C1C(C(OC1N2C=C(C(=O)NC2=O)F)CO)O. Cell line: NCIH23. Synergy scores: CSS=16.1, Synergy_ZIP=-9.91, Synergy_Bliss=-6.09, Synergy_Loewe=-9.39, Synergy_HSA=-3.59.